Dataset: Forward reaction prediction with 1.9M reactions from USPTO patents (1976-2016). Task: Predict the product of the given reaction. (1) Given the reactants [O-:1][CH2:2][CH3:3].[Na+].[Na].[CH3:6][C:7]([O:11][C:12]1[CH:17]=[CH:16][CH:15]=[CH:14][CH:13]=1)([CH3:10])[C:8]#[N:9].C(O)(=O)C.[NH2:22][C:23]#N, predict the reaction product. The product is: [C:23]([N:9]=[C:8]([O:1][CH2:2][CH3:3])[C:7]([CH3:6])([O:11][C:12]1[CH:17]=[CH:16][CH:15]=[CH:14][CH:13]=1)[CH3:10])#[N:22]. (2) The product is: [C:28]1([C:19]2[CH:20]=[CH:21][CH:22]=[CH:23][CH:24]=2)[CH:29]=[CH:30][C:31]([C:6]([N:8]2[CH2:12][C:11](=[N:13][O:14][CH3:15])[CH2:10][C@H:9]2[C:16]([NH:34][CH2:35][CH2:36][C@H:37]([OH:38])[C:39]2[CH:44]=[CH:43][CH:42]=[CH:41][CH:40]=2)=[O:18])=[O:7])=[CH:32][CH:33]=1. Given the reactants C(O[C:6]([N:8]1[CH2:12][C:11](=[N:13][O:14][CH3:15])[CH2:10][C@H:9]1[C:16]([OH:18])=O)=[O:7])(C)(C)C.[C:19]1([C:28]2[CH:33]=[CH:32][CH:31]=[CH:30][CH:29]=2)[CH:24]=[CH:23][C:22](C(Cl)=O)=[CH:21][CH:20]=1.[NH2:34][CH2:35][CH2:36][C@@H:37]([C:39]1[CH:44]=[CH:43][CH:42]=[CH:41][CH:40]=1)[OH:38], predict the reaction product. (3) Given the reactants C(OCCCCC[CH2:12][N:13]=[N+]=[N-])(=O)C(C)=C.C(S)(=S)C1C=CC=CC=1.[C:25]([CH:27]([CH3:33])[CH2:28][CH2:29][C:30]([OH:32])=[O:31])#N, predict the reaction product. The product is: [CH2:33]=[C:27]1[CH2:25][C@H:12]([NH2:13])[C@H:29]([C:30]([OH:32])=[O:31])[CH2:28]1. (4) Given the reactants [Cl:1][C:2]1[C:11]2[C:6](=[CH:7][CH:8]=[C:9](I)[CH:10]=2)[N:5]=[C:4]([CH3:13])[CH:3]=1.[NH:14]1[CH2:18][CH2:17][CH2:16][C:15]1=[O:19].P([O-])([O-])([O-])=O.[K+].[K+].[K+].CNCCNC, predict the reaction product. The product is: [Cl:1][C:2]1[C:11]2[C:6](=[CH:7][CH:8]=[C:9]([N:14]3[CH2:18][CH2:17][CH2:16][C:15]3=[O:19])[CH:10]=2)[N:5]=[C:4]([CH3:13])[CH:3]=1. (5) Given the reactants [NH2:1][CH2:2][CH2:3][CH2:4][N:5]1[CH2:10][CH2:9][N:8]([CH2:11][CH2:12][CH2:13][NH2:14])[CH2:7][CH2:6]1.[C:15]([OH:32])(=O)[CH2:16][CH2:17][CH2:18][CH2:19][CH2:20][CH2:21][CH2:22]/[CH:23]=[CH:24]\[CH2:25][CH2:26][CH2:27][CH2:28][CH2:29][CH3:30].C(N(CC)[CH:37]([CH3:39])[CH3:38])(C)C.[CH:51]1(N=C=N[CH:51]2[CH2:56][CH2:55][CH2:54][CH2:53][CH2:52]2)[CH2:56][CH2:55][CH2:54][CH2:53][CH2:52]1, predict the reaction product. The product is: [C:15]([NH:14][CH2:13][CH2:12][CH2:11][N:8]1[CH2:7][CH2:6][N:5]([CH2:4][CH2:3][CH2:2][NH:1][C:15](=[O:32])[CH2:16][CH2:17][CH2:18][CH2:19][CH2:20][CH2:21][CH2:22][CH2:23][CH2:24][CH2:25][CH2:26][CH2:27][CH2:28][CH2:29][CH3:30])[CH2:10][CH2:9]1)(=[O:32])[CH2:16][CH2:17][CH2:18][CH2:19][CH2:20][CH2:21][CH2:52][CH2:53][CH2:54][CH2:55][CH2:56][CH2:51][CH2:39][CH2:37][CH3:38]. (6) Given the reactants Cl[C:2]1[N:3]=[C:4]([N:13]2[CH2:18][CH2:17][O:16][CH2:15][CH2:14]2)[C:5]2[O:11][CH2:10][CH:9]([CH3:12])[O:8][C:6]=2[N:7]=1.CC1(C)C(C)(C)OB([C:27]2[CH:28]=[N:29][C:30]([NH2:33])=[N:31][CH:32]=2)O1.C(=O)([O-])[O-].[Na+].[Na+], predict the reaction product. The product is: [CH3:12][CH:9]1[O:8][C:6]2[N:7]=[C:2]([C:27]3[CH:28]=[N:29][C:30]([NH2:33])=[N:31][CH:32]=3)[N:3]=[C:4]([N:13]3[CH2:18][CH2:17][O:16][CH2:15][CH2:14]3)[C:5]=2[O:11][CH2:10]1. (7) Given the reactants Br[C:2]1[CH:3]=[N:4][C:5]2[N:6]([CH:8]=[C:9]([CH2:11][O:12][C:13]3[CH:18]=[CH:17][CH:16]=[CH:15][N:14]=3)[N:10]=2)[CH:7]=1.[CH:19]([C:22]1[CH:27]=[CH:26][CH:25]=[CH:24][C:23]=1B(O)O)([CH3:21])[CH3:20], predict the reaction product. The product is: [CH:19]([C:22]1[CH:27]=[CH:26][CH:25]=[CH:24][C:23]=1[C:2]1[CH:3]=[N:4][C:5]2[N:6]([CH:8]=[C:9]([CH2:11][O:12][C:13]3[CH:18]=[CH:17][CH:16]=[CH:15][N:14]=3)[N:10]=2)[CH:7]=1)([CH3:21])[CH3:20].